From a dataset of Peptide-MHC class I binding affinity with 185,985 pairs from IEDB/IMGT. Regression. Given a peptide amino acid sequence and an MHC pseudo amino acid sequence, predict their binding affinity value. This is MHC class I binding data. (1) The MHC is HLA-A23:01 with pseudo-sequence HLA-A23:01. The peptide sequence is VSFQQPLQQY. The binding affinity (normalized) is 0.0153. (2) The peptide sequence is ALYEASTTY. The MHC is HLA-B15:01 with pseudo-sequence HLA-B15:01. The binding affinity (normalized) is 0.834. (3) The peptide sequence is SVNCFTSLVWAPL. The MHC is HLA-A03:01 with pseudo-sequence HLA-A03:01. The binding affinity (normalized) is 0. (4) The binding affinity (normalized) is 0.0335. The peptide sequence is THEANTMAM. The MHC is HLA-A23:01 with pseudo-sequence HLA-A23:01.